The task is: Predict the reactants needed to synthesize the given product.. This data is from Full USPTO retrosynthesis dataset with 1.9M reactions from patents (1976-2016). (1) Given the product [CH2:1]([O:3][C:4]([C:6]1[N:7]([CH2:18][C:19]2[C:28]3[C:23](=[CH:24][CH:25]=[CH:26][CH:27]=3)[CH:22]=[CH:21][CH:20]=2)[C:8]2[C:13]([C:14]=1[CH2:15][N:30]([CH3:31])[CH3:29])=[CH:12][C:11]([F:17])=[CH:10][CH:9]=2)=[O:5])[CH3:2], predict the reactants needed to synthesize it. The reactants are: [CH2:1]([O:3][C:4]([C:6]1[N:7]([CH2:18][C:19]2[C:28]3[C:23](=[CH:24][CH:25]=[CH:26][CH:27]=3)[CH:22]=[CH:21][CH:20]=2)[C:8]2[C:13]([C:14]=1[CH:15]=O)=[CH:12][C:11]([F:17])=[CH:10][CH:9]=2)=[O:5])[CH3:2].[CH3:29][NH:30][CH3:31]. (2) Given the product [Cl:1][C:2]1[CH:10]=[C:9]([CH:8]=[CH:7][C:3]=1[C:4]([N:60]1[CH2:61][CH2:62][N:57]([CH3:56])[C:58](=[O:63])[CH2:59]1)=[O:6])[C:11]([NH:12][CH2:13][C:14]1[NH:18][C:17]2[CH:19]=[CH:20][C:21]([Cl:23])=[CH:22][C:16]=2[N:15]=1)=[O:24], predict the reactants needed to synthesize it. The reactants are: [Cl:1][C:2]1[CH:10]=[C:9]([C:11](=[O:24])[NH:12][CH2:13][C:14]2[NH:15][C:16]3[CH:22]=[C:21]([Cl:23])[CH:20]=[CH:19][C:17]=3[N:18]=2)[CH:8]=[CH:7][C:3]=1[C:4]([OH:6])=O.CN(C(ON1N=NC2C=CC=CC1=2)=[N+](C)C)C.[B-](F)(F)(F)F.C(N(C(C)C)CC)(C)C.[CH3:56][N:57]1[CH2:62][CH2:61][NH:60][CH2:59][C:58]1=[O:63]. (3) Given the product [C:14]([Si:11]([CH3:12])([CH3:13])[O:10][C:8]1[CH:7]=[CH:6][C:5]([O:18][CH2:19][CH:20]([CH3:21])[CH3:22])=[C:4]([CH2:3][OH:2])[CH:9]=1)([CH3:16])([CH3:17])[CH3:15], predict the reactants needed to synthesize it. The reactants are: C[O:2][C:3](=O)[C:4]1[CH:9]=[C:8]([O:10][Si:11]([C:14]([CH3:17])([CH3:16])[CH3:15])([CH3:13])[CH3:12])[CH:7]=[CH:6][C:5]=1[O:18][CH2:19][CH:20]([CH3:22])[CH3:21].CC(C[AlH]CC(C)C)C.[C@H](O)(C([O-])=O)[C@@H](O)C([O-])=O.[Na+].[K+].Cl.